From a dataset of NCI-60 drug combinations with 297,098 pairs across 59 cell lines. Regression. Given two drug SMILES strings and cell line genomic features, predict the synergy score measuring deviation from expected non-interaction effect. Drug 1: C1CC(=O)NC(=O)C1N2CC3=C(C2=O)C=CC=C3N. Drug 2: C1CN(P(=O)(OC1)NCCCl)CCCl. Cell line: RPMI-8226. Synergy scores: CSS=7.66, Synergy_ZIP=-4.96, Synergy_Bliss=-4.89, Synergy_Loewe=-4.35, Synergy_HSA=-3.64.